Dataset: Blood-brain barrier permeability classification from the B3DB database. Task: Regression/Classification. Given a drug SMILES string, predict its absorption, distribution, metabolism, or excretion properties. Task type varies by dataset: regression for continuous measurements (e.g., permeability, clearance, half-life) or binary classification for categorical outcomes (e.g., BBB penetration, CYP inhibition). Dataset: b3db_classification. The compound is CCC1(O)CCN2CCc3ccc(C)cc3C2C1. The result is 1 (penetrates BBB).